Dataset: Forward reaction prediction with 1.9M reactions from USPTO patents (1976-2016). Task: Predict the product of the given reaction. (1) The product is: [C:3]([NH:6][C:7]1[CH:12]=[C:11]([C:26]2[CH:31]=[CH:30][C:29]([Si:32]([CH3:39])([CH3:40])[C:33]3[CH:38]=[CH:37][CH:36]=[CH:35][CH:34]=3)=[C:28]([F:41])[C:27]=2[CH3:42])[N:10]=[C:9]([C:14]([O:16][CH3:17])=[O:15])[C:8]=1[Cl:18])(=[O:5])[CH3:4]. Given the reactants [F-].[K+].[C:3]([NH:6][C:7]1[CH:12]=[C:11](Cl)[N:10]=[C:9]([C:14]([O:16][CH3:17])=[O:15])[C:8]=1[Cl:18])(=[O:5])[CH3:4].CC1(C)COB([C:26]2[CH:31]=[CH:30][C:29]([Si:32]([CH3:40])([CH3:39])[C:33]3[CH:38]=[CH:37][CH:36]=[CH:35][CH:34]=3)=[C:28]([F:41])[C:27]=2[CH3:42])OC1.C(#N)C, predict the reaction product. (2) Given the reactants [F:1][C:2]1[CH:26]=[CH:25][C:5]([O:6][C:7]2[S:8][C:9]([C:20]([O:22]CC)=[O:21])=[C:10]3[C:18]=2[C:17]2[N:16]([CH3:19])[N:15]=[CH:14][C:13]=2[CH2:12][CH2:11]3)=[CH:4][CH:3]=1.[OH-].[Na+].Cl, predict the reaction product. The product is: [F:1][C:2]1[CH:3]=[CH:4][C:5]([O:6][C:7]2[S:8][C:9]([C:20]([OH:22])=[O:21])=[C:10]3[C:18]=2[C:17]2[N:16]([CH3:19])[N:15]=[CH:14][C:13]=2[CH2:12][CH2:11]3)=[CH:25][CH:26]=1.